This data is from Experimentally validated miRNA-target interactions with 360,000+ pairs, plus equal number of negative samples. The task is: Binary Classification. Given a miRNA mature sequence and a target amino acid sequence, predict their likelihood of interaction. The miRNA is hsa-miR-4433a-3p with sequence ACAGGAGUGGGGGUGGGACAU. The protein sequence of the target gene is MSRRSQRLTRYSQGDDDGSSSSGGSSVAGSQSTLFKDSPLRTLKRKSSNMKRLSPAPQLGPSSDAHTSYYSESLVHESWFPPRSSLEELHGDANWGEDLRVRRRRGTGGSESSRASGLVGRKATEDFLGSSSGYSSEDDYVGYSDVDQQSSSSRLRSAVSRAGSLLWMVATSPGRLFRLLYWWAGTTWYRLTTAASLLDVFVLTRRFSSLKTFLWFLLPLLLLTCLTYGAWYFYPYGLQTFHPALVSWWAAKDSRRPDEGWEARDSSPHFQAEQRVMSRVHSLERRLEALAAEFSSNWQK.... Result: 1 (interaction).